This data is from Catalyst prediction with 721,799 reactions and 888 catalyst types from USPTO. The task is: Predict which catalyst facilitates the given reaction. (1) The catalyst class is: 9. Reactant: [CH2:1]([O:3][C:4]1[CH:5]=[C:6]2[C:11](=[C:12]3[CH2:16][C:15]([CH3:18])([CH3:17])[O:14][C:13]=13)[C:10]([C:19]1[CH:28]=[CH:27][C:22]([C:23]([O:25][CH3:26])=[O:24])=[C:21]([NH:29][C:30](=[O:35])[C:31]([F:34])([F:33])[F:32])[CH:20]=1)=[N:9][C:8]([CH3:37])([CH3:36])[CH2:7]2)[CH3:2].Cl.Cl[CH2:40][C:41]1[CH:46]=[CH:45][CH:44]=[CH:43][N:42]=1.[C:47](=O)([O-])[O-].[K+].[K+].[I-].[K+].Cl. Product: [CH2:1]([O:3][C:4]1[CH:5]=[C:6]2[C:11](=[C:12]3[CH2:16][C:15]([CH3:18])([CH3:17])[O:14][C:13]=13)[C:10]([C:19]1[CH:28]=[CH:27][C:22]([C:23]([O:25][CH2:26][CH3:47])=[O:24])=[C:21]([N:29]([CH2:40][C:41]3[CH:46]=[CH:45][CH:44]=[CH:43][N:42]=3)[C:30](=[O:35])[C:31]([F:32])([F:33])[F:34])[CH:20]=1)=[N:9][C:8]([CH3:36])([CH3:37])[CH2:7]2)[CH3:2]. (2) Reactant: [F:1][C:2]([F:16])([F:15])[C:3]1[CH:4]=[C:5]([CH:8]=[C:9]([C:11]([F:14])([F:13])[F:12])[CH:10]=1)[CH:6]=O.[CH3:17][C:18]1[CH:22]=[C:21]([NH2:23])[O:20][N:19]=1.[BH4-].[Na+]. Product: [F:1][C:2]([F:16])([F:15])[C:3]1[CH:4]=[C:5]([CH:8]=[C:9]([C:11]([F:14])([F:13])[F:12])[CH:10]=1)[CH2:6][NH:23][C:21]1[O:20][N:19]=[C:18]([CH3:17])[CH:22]=1. The catalyst class is: 11. (3) Reactant: CS(O[CH2:6][CH2:7][CH2:8][CH2:9][NH:10][C:11](=[O:28])[CH2:12][CH2:13][C:14]1[CH:19]=[CH:18][CH:17]=[CH:16][C:15]=1[S:20][C:21]1[CH:26]=[CH:25][C:24]([Cl:27])=[CH:23][CH:22]=1)(=O)=O.Cl.[CH3:30][O:31][NH2:32].C([O-])([O-])=O.[Cs+].[Cs+]. Product: [Cl:27][C:24]1[CH:25]=[CH:26][C:21]([S:20][C:15]2[CH:16]=[CH:17][CH:18]=[CH:19][C:14]=2[CH2:13][CH2:12][C:11]([NH:10][CH2:9][CH2:8][CH2:7][CH2:6][NH:32][O:31][CH3:30])=[O:28])=[CH:22][CH:23]=1. The catalyst class is: 8.